This data is from Reaction yield outcomes from USPTO patents with 853,638 reactions. The task is: Predict the reaction yield, written as a fraction of the theoretical maximum amount of product (1.0 means a 100% yield; for example, 0.34 means a 34% yield). (1) The product is [CH3:25][C:18]1[CH:19]=[C:20]([CH3:24])[CH:21]=[C:22]([CH3:23])[C:17]=1[CH2:16][N:1]1[C:9]2[C:4](=[CH:5][CH:6]=[CH:7][CH:8]=2)[CH2:3][C@@H:2]1[C:10]([OH:12])=[O:11]. The catalyst is C(O)(C)C.C(OCC)(=O)C.O. The reactants are [NH:1]1[C:9]2[C:4](=[CH:5][CH:6]=[CH:7][CH:8]=2)[CH2:3][C@@H:2]1[C:10]([OH:12])=[O:11].[OH-].[K+].Cl[CH2:16][C:17]1[C:22]([CH3:23])=[CH:21][C:20]([CH3:24])=[CH:19][C:18]=1[CH3:25]. The yield is 0.405. (2) The reactants are [N+:1]([CH2:3][C:4]([O:6]C)=O)#[C-:2].[NH:8]1[CH:12]=[CH:11][CH2:10][CH2:9]1. No catalyst specified. The product is [N+:1]([CH2:3][C:4]([N:8]1[CH2:12][CH:11]=[CH:10][CH2:9]1)=[O:6])#[C-:2]. The yield is 0.730. (3) The reactants are [Cl:1][C:2]1[C:10]([CH3:11])=[N:9][C:8]2[N:4]([N:5]=[C:6]3[CH2:14][N:13]([C:15]([C:17]4[CH:22]=[CH:21][C:20]([F:23])=[CH:19][C:18]=4[O:24][CH:25]4[CH2:30][CH2:29][NH:28][CH2:27][CH2:26]4)=[O:16])[CH2:12][C:7]3=2)[C:3]=1[CH3:31].[O:32]1[CH2:35][C:34](=O)[CH2:33]1.C(O[BH-](OC(=O)C)OC(=O)C)(=O)C.[Na+]. The catalyst is ClCCCl.C(Cl)Cl. The product is [Cl:1][C:2]1[C:10]([CH3:11])=[N:9][C:8]2[N:4]([N:5]=[C:6]3[CH2:14][N:13]([C:15]([C:17]4[CH:22]=[CH:21][C:20]([F:23])=[CH:19][C:18]=4[O:24][CH:25]4[CH2:30][CH2:29][N:28]([CH:34]5[CH2:35][O:32][CH2:33]5)[CH2:27][CH2:26]4)=[O:16])[CH2:12][C:7]3=2)[C:3]=1[CH3:31]. The yield is 0.690. (4) The reactants are C([S:4][CH2:5][CH2:6][CH2:7][CH2:8][CH2:9][CH2:10][CH2:11][CH2:12][C:13](=[C:19]([CH2:25][CH2:26][CH2:27][CH2:28][CH2:29][CH2:30][CH2:31][CH2:32][S:33]C(=O)C)[CH2:20][C:21](OC)=[O:22])[CH2:14][C:15](OC)=[O:16])(=O)C.C1COCC1.CC(C[AlH]CC(C)C)C. The catalyst is C1(C)C=CC=CC=1. The product is [SH:4][CH2:5][CH2:6][CH2:7][CH2:8][CH2:9][CH2:10][CH2:11][CH2:12]/[C:13](=[C:19](\[CH2:25][CH2:26][CH2:27][CH2:28][CH2:29][CH2:30][CH2:31][CH2:32][SH:33])/[CH2:20][CH2:21][OH:22])/[CH2:14][CH2:15][OH:16]. The yield is 0.570. (5) The reactants are [CH3:1][C:2]([Si:5](Cl)([CH3:7])[CH3:6])([CH3:4])[CH3:3].[CH2:9]([O:16]OC[C@H](COOC)O)[C:10]1[CH:15]=[CH:14][CH:13]=[CH:12][CH:11]=1.N1C=CN=C1.[C:30](OCC)(=[O:32])C.[CH3:36][CH2:37][CH2:38]CCC.CN(C=[O:46])C. No catalyst specified. The product is [CH2:9]([O:16][CH2:36][C@H:37]([CH2:38][O:32][CH3:30])[O:46][Si:5]([C:2]([CH3:4])([CH3:3])[CH3:1])([CH3:7])[CH3:6])[C:10]1[CH:11]=[CH:12][CH:13]=[CH:14][CH:15]=1. The yield is 0.660. (6) The reactants are [Cl:1][C:2]1[CH:3]=[C:4]([CH2:8][C:9]([CH3:29])([CH3:28])[CH2:10][C:11]([CH:17]=[N:18][C:19]2[CH:27]=[CH:26][CH:25]=[C:24]3[C:20]=2[CH:21]=[N:22][NH:23]3)([OH:16])[C:12]([F:15])([F:14])[F:13])[CH:5]=[CH:6][CH:7]=1.B(Br)(Br)Br.C(=O)(O)[O-].[Na+]. The catalyst is C(OCC)(=O)C. The product is [Cl:1][C:2]1[CH:7]=[CH:6][C:5]2[CH:17]([NH:18][C:19]3[CH:27]=[CH:26][CH:25]=[C:24]4[C:20]=3[CH:21]=[N:22][NH:23]4)[C:11]([C:12]([F:15])([F:13])[F:14])([OH:16])[CH2:10][C:9]([CH3:29])([CH3:28])[CH2:8][C:4]=2[CH:3]=1. The yield is 0.585. (7) The reactants are C(O[C:9]([N:11]1C=CC=[C:13]([C:17]([O:19][C:20]([CH3:23])([CH3:22])[CH3:21])=[O:18])[N:12]1[C:24](=[O:49])[CH:25]([N:38]1[C:42](=[O:43])[C:41]2=[CH:44][CH:45]=[CH:46][CH:47]=[C:40]2[C:39]1=[O:48])[CH2:26]NC(OCC1C=CC=CC=1)=O)=O)C1C=CC=CC=1.C=O. The catalyst is CO.[Pd]. The product is [O:49]=[C:24]1[N:12]2[C@@H:13]([C:17]([O:19][C:20]([CH3:22])([CH3:23])[CH3:21])=[O:18])[NH:12][CH2:24][CH2:25][CH2:26][N:11]2[CH2:9][CH2:26][C@@H:25]1[N:38]1[C:42](=[O:43])[C:41]2=[CH:44][CH:45]=[CH:46][CH:47]=[C:40]2[C:39]1=[O:48]. The yield is 0.480. (8) The reactants are [H-].[Na+].[CH3:3][O:4][C:5](=[O:30])[C:6]1[CH:28]=[CH:27][C:26]([OH:29])=[C:8]([C:9]([NH:11][C:12]2[CH:17]=[C:16]([C:18]([F:21])([F:20])[F:19])[CH:15]=[C:14]([C:22]([F:25])([F:24])[F:23])[CH:13]=2)=[O:10])[CH:7]=1.[CH2:31](Br)[C:32]1[CH:37]=[CH:36][CH:35]=[CH:34][CH:33]=1.O. The catalyst is CCCCCC.CN(C)C=O. The product is [CH3:3][O:4][C:5](=[O:30])[C:6]1[CH:28]=[CH:27][C:26]([O:29][CH2:31][C:32]2[CH:37]=[CH:36][CH:35]=[CH:34][CH:33]=2)=[C:8]([C:9]([NH:11][C:12]2[CH:17]=[C:16]([C:18]([F:21])([F:19])[F:20])[CH:15]=[C:14]([C:22]([F:23])([F:24])[F:25])[CH:13]=2)=[O:10])[CH:7]=1. The yield is 0.541. (9) The reactants are [CH3:1][C:2]1([C:8](O)=[O:9])[CH2:7][CH2:6][CH2:5][CH2:4][CH2:3]1.B#B. The catalyst is O1CCCC1. The product is [CH3:1][C:2]1([CH2:8][OH:9])[CH2:7][CH2:6][CH2:5][CH2:4][CH2:3]1. The yield is 0.690.